Task: Predict the reaction yield, written as a fraction of the theoretical maximum amount of product (1.0 means a 100% yield; for example, 0.34 means a 34% yield).. Dataset: Reaction yield outcomes from USPTO patents with 853,638 reactions (1) The reactants are [BrH:1].C(#N)C.S([O-])([O-])(=O)=O.[C:10]([C:13]1[CH:18]=[CH:17][C:16]([N+]#N)=[C:15]([CH3:21])[CH:14]=1)(=[O:12])[CH3:11].[C:10]([C:13]1[CH:18]=[CH:17][C:16]([N+]#N)=[C:15]([CH3:21])[CH:14]=1)(=[O:12])[CH3:11]. The catalyst is [Cu](Br)Br.C1(C)C=CC=CC=1. The product is [Br:1][C:16]1[CH:17]=[CH:18][C:13]([C:10](=[O:12])[CH3:11])=[CH:14][C:15]=1[CH3:21]. The yield is 0.840. (2) The catalyst is CO. The product is [C:24]([O:23][C:21](=[O:22])[N:18]([CH:16]([CH3:17])[CH2:15][C:13]1[CH:12]=[CH:11][C:9]2[O:10][CH:6]([C:4](=[O:3])[NH2:28])[O:7][C:8]=2[CH:14]=1)[CH2:19][CH3:20])([CH3:27])([CH3:26])[CH3:25]. The yield is 0.960. The reactants are C([O:3][C:4]([CH:6]1[O:10][C:9]2[CH:11]=[CH:12][C:13]([CH2:15][CH:16]([N:18]([C:21]([O:23][C:24]([CH3:27])([CH3:26])[CH3:25])=[O:22])[CH2:19][CH3:20])[CH3:17])=[CH:14][C:8]=2[O:7]1)=O)C.[NH3:28]. (3) The reactants are [F:1][C:2]1[C:7]([CH:8]=O)=[C:6]([OH:10])[C:5]([O:11][CH3:12])=[CH:4][CH:3]=1.[CH2:13]1CCN2C(=NCCC2)C[CH2:14]1.[Br-].C(P(C1C=CC=CC=1)(C1C=CC=CC=1)C1C=CC=CC=1)=C. The catalyst is C(#N)C.O. The product is [F:1][C:2]1[CH:3]=[CH:4][C:5]([O:11][CH3:12])=[C:6]2[C:7]=1[CH:8]=[CH:13][CH2:14][O:10]2. The yield is 0.340. (4) The reactants are C(O)(C(F)(F)F)=O.[F:8][C:9]1[N:10]=[CH:11][C:12]2[C:17]([CH:18]=1)=[CH:16][C:15]([C:19]1[S:23][C:22]([CH2:24][CH2:25][C@@H:26]([NH:38]C(=O)OC(C)(C)C)[CH2:27][C:28]3[CH:33]=[CH:32][C:31]([C:34]([F:37])([F:36])[F:35])=[CH:30][CH:29]=3)=[N:21][CH:20]=1)=[CH:14][CH:13]=2. The catalyst is C(Cl)Cl. The product is [F:8][C:9]1[N:10]=[CH:11][C:12]2[C:17]([CH:18]=1)=[CH:16][C:15]([C:19]1[S:23][C:22]([CH2:24][CH2:25][C@@H:26]([NH2:38])[CH2:27][C:28]3[CH:33]=[CH:32][C:31]([C:34]([F:36])([F:37])[F:35])=[CH:30][CH:29]=3)=[N:21][CH:20]=1)=[CH:14][CH:13]=2. The yield is 0.990.